From a dataset of Catalyst prediction with 721,799 reactions and 888 catalyst types from USPTO. Predict which catalyst facilitates the given reaction. (1) Reactant: [C:1]1([S:7]([N:10]2[C:18]3[C:13](=[CH:14][C:15]([O:19][CH2:20][CH2:21][NH2:22])=[CH:16][CH:17]=3)[CH:12]=[CH:11]2)(=[O:9])=[O:8])[CH:6]=[CH:5][CH:4]=[CH:3][CH:2]=1.C(N(CC)CC)C.[C:30](Cl)(=[O:34])[CH:31]([CH3:33])[CH3:32]. Product: [CH3:32][CH:31]([CH3:33])[C:30]([NH:22][CH2:21][CH2:20][O:19][C:15]1[CH:14]=[C:13]2[C:18](=[CH:17][CH:16]=1)[N:10]([S:7]([C:1]1[CH:2]=[CH:3][CH:4]=[CH:5][CH:6]=1)(=[O:9])=[O:8])[CH:11]=[CH:12]2)=[O:34]. The catalyst class is: 172. (2) Reactant: Br[C:2]1[C:7]([Cl:8])=[CH:6][C:5]([NH:9][C:10]2[N:14]=[C:13]([NH2:15])[NH:12][N:11]=2)=[CH:4][C:3]=1[Cl:16].CC1(C)C(C)(C)OB([C:25]2[CH:26]=[CH:27][C:28]([NH2:31])=[N:29][CH:30]=2)O1.C(=O)([O-])[O-].[Na+].[Na+]. Product: [NH2:31][C:28]1[N:29]=[CH:30][C:25]([C:2]2[C:7]([Cl:8])=[CH:6][C:5]([NH:9][C:10]3[N:14]=[C:13]([NH2:15])[NH:12][N:11]=3)=[CH:4][C:3]=2[Cl:16])=[CH:26][CH:27]=1. The catalyst class is: 73. (3) Reactant: [Br:1][C:2]1[CH:7]=[CH:6][CH:5]=[CH:4][C:3]=1[CH2:8][C:9]#[N:10]. Product: [Br:1][C:2]1[CH:7]=[CH:6][CH:5]=[CH:4][C:3]=1[CH2:8][CH2:9][NH2:10]. The catalyst class is: 7. (4) Reactant: [C:1]([C:3]1([C:9](OC)=[O:10])[CH2:8][CH2:7][O:6][CH2:5][CH2:4]1)#[N:2].CO.O.[BH4-].[Na+]. Product: [C:1]([C:3]1([CH2:9][OH:10])[CH2:8][CH2:7][O:6][CH2:5][CH2:4]1)#[N:2]. The catalyst class is: 54.